From a dataset of Forward reaction prediction with 1.9M reactions from USPTO patents (1976-2016). Predict the product of the given reaction. (1) Given the reactants Br[C:2]1[CH:3]=[N:4][C:5]2[N:6]([N:8]=[C:9]([C:11]([CH3:14])([CH3:13])[CH3:12])[CH:10]=2)[CH:7]=1.[C:15]([C:17]1[CH:22]=[CH:21][CH:20]=[CH:19][C:18]=1[F:23])#[CH:16], predict the reaction product. The product is: [C:11]([C:9]1[CH:10]=[C:5]2[N:4]=[CH:3][C:2]([C:16]#[C:15][C:17]3[CH:22]=[CH:21][CH:20]=[CH:19][C:18]=3[F:23])=[CH:7][N:6]2[N:8]=1)([CH3:14])([CH3:13])[CH3:12]. (2) Given the reactants [N:1]1C=CC=CC=1.[Cl:7][C:8]1[CH:14]=[CH:13][C:12]([CH3:15])=[CH:11][C:9]=1N.[CH3:16][S:17](Cl)(=[O:19])=[O:18], predict the reaction product. The product is: [Cl:7][C:8]1[CH:14]=[CH:13][C:12]([CH3:15])=[C:11]([NH:1][S:17]([CH3:16])(=[O:19])=[O:18])[CH:9]=1. (3) Given the reactants [C:1]1([B:7]([CH:9]([O:16][CH:17]([B:24]([C:26]2[CH:31]=[CH:30][CH:29]=[CH:28][CH:27]=2)[OH:25])[C:18]2[CH:23]=[CH:22][CH:21]=[CH:20][CH:19]=2)[C:10]2[CH:15]=[CH:14][CH:13]=[CH:12][CH:11]=2)[OH:8])[CH:6]=[CH:5][CH:4]=[CH:3][CH:2]=1.[CH3:32][N:33]([CH3:37])[CH2:34][CH2:35]O, predict the reaction product. The product is: [C:1]1([B:7]([CH:9]([O:16][CH:17]([B:24]([C:26]2[CH:27]=[CH:28][CH:29]=[CH:30][CH:31]=2)[O:25][CH2:35][CH2:34][N:33]([CH3:37])[CH3:32])[C:18]2[CH:19]=[CH:20][CH:21]=[CH:22][CH:23]=2)[C:10]2[CH:15]=[CH:14][CH:13]=[CH:12][CH:11]=2)[O:8][CH2:35][CH2:34][N:33]([CH3:37])[CH3:32])[CH:2]=[CH:3][CH:4]=[CH:5][CH:6]=1. (4) Given the reactants [C:1](C#N)(C#N)=[C:2]([C:5]#[N:6])[C:3]#[N:4].N[C:12](N)=[O:13].[CH2:15]([O:17]CC)C, predict the reaction product. The product is: [CH3:15][O:17][C:1]([O:13][CH3:12])=[C:2]([C:5]#[N:6])[C:3]#[N:4]. (5) The product is: [CH:36]([Si:35]([C:34]#[C:33][C:22]1[C:21]2[C:20]3[CH:45]=[CH:46][CH:47]=[CH:48][C:19]=3[S:18][C:17]=2[C:16]([C:15]#[C:14][Si:7]([CH:4]([CH3:6])[CH3:5])([CH:8]([CH3:10])[CH3:9])[CH:11]([CH3:13])[CH3:12])=[C:27]2[C:23]=1[S:24][C:25]1[CH:31]=[CH:30][CH:29]=[CH:28][C:26]=12)([CH:42]([CH3:44])[CH3:43])[CH:39]([CH3:40])[CH3:41])([CH3:37])[CH3:38]. Given the reactants [Sn](Cl)Cl.[CH:4]([Si:7]([C:14]#[C:15][C:16]1(O)[C:27]2[C:26]3[CH:28]=[CH:29][CH:30]=[CH:31][C:25]=3[S:24][C:23]=2[C:22]([C:33]#[C:34][Si:35]([CH:42]([CH3:44])[CH3:43])([CH:39]([CH3:41])[CH3:40])[CH:36]([CH3:38])[CH3:37])(O)[C:21]2[C:20]3[CH:45]=[CH:46][CH:47]=[CH:48][C:19]=3[S:18][C:17]1=2)([CH:11]([CH3:13])[CH3:12])[CH:8]([CH3:10])[CH3:9])([CH3:6])[CH3:5], predict the reaction product. (6) The product is: [Cl:66][C:61]1[CH:62]=[CH:63][CH:64]=[CH:65][C:60]=1[CH2:59][C:46]1[C:47]([C:56]([NH:5][CH2:4][CH:3]([O:6][CH3:7])[O:2][CH3:1])=[O:57])=[N:48][N:49]([S:50]([N:53]([CH3:55])[CH3:54])(=[O:52])=[O:51])[C:45]=1[N:41]1[CH2:42][CH2:43][CH2:44][C@@H:39]([NH:38][C:36](=[O:37])[O:31][C:32]([CH3:35])([CH3:33])[CH3:34])[CH2:40]1. Given the reactants [CH3:1][O:2][CH:3]([O:6][CH3:7])[CH2:4][NH2:5].Cl.C(N=C=NCCCN(C)C)C.O.ON1C2C=CC=CC=2N=N1.[O:31]([C:36]([NH:38][C@@H:39]1[CH2:44][CH2:43][CH2:42][N:41]([C:45]2[N:49]([S:50]([N:53]([CH3:55])[CH3:54])(=[O:52])=[O:51])[N:48]=[C:47]([C:56](O)=[O:57])[C:46]=2[CH2:59][C:60]2[CH:65]=[CH:64][CH:63]=[CH:62][C:61]=2[Cl:66])[CH2:40]1)=[O:37])[C:32]([CH3:35])([CH3:34])[CH3:33].C(=O)([O-])O.[Na+], predict the reaction product.